From a dataset of Full USPTO retrosynthesis dataset with 1.9M reactions from patents (1976-2016). Predict the reactants needed to synthesize the given product. (1) Given the product [Cl:1][C:2]1[N:10]=[C:9]2[C:5]([N:6]=[CH:7][N:8]2[C@@H:11]2[CH2:15][C@H:14]([NH:16][C:17](=[O:18])[CH2:19][CH2:20][CH3:21])[C@@H:13]([OH:23])[C@H:12]2[OH:24])=[C:4]([NH:25][CH2:26][CH:27]([C:28]2[CH:29]=[CH:30][CH:31]=[CH:32][CH:33]=2)[C:34]2[CH:35]=[CH:36][CH:37]=[CH:38][CH:39]=2)[N:3]=1, predict the reactants needed to synthesize it. The reactants are: [Cl:1][C:2]1[N:10]=[C:9]2[C:5]([N:6]=[CH:7][N:8]2[C@@H:11]2[CH2:15][C@H:14]([NH:16][C:17]([CH:19]3C[CH2:21][CH2:20]3)=[O:18])[C@@H:13]([OH:23])[C@H:12]2[OH:24])=[C:4]([NH:25][CH2:26][CH:27]([C:34]2[CH:39]=[CH:38][CH:37]=[CH:36][CH:35]=2)[C:28]2[CH:33]=[CH:32][CH:31]=[CH:30][CH:29]=2)[N:3]=1.Cl.N[C@H]1C[C@@H](N2C=NC3C2=NC(Cl)=NC=3NCC(C2C=CC=CC=2)C2C=CC=CC=2)[C@H](O)[C@@H]1O.ClC1N=C2C(N=CN2)=C(NCC(C2C=CC=CC=2)C2C=CC=CC=2)N=1.C(Cl)(=O)CCC. (2) Given the product [CH2:1]([N:3]1[CH2:8][CH2:7][N:6]([C:14]2[CH:13]=[CH:12][C:11]([N+:17]([O-:19])=[O:18])=[C:10]([F:9])[CH:15]=2)[CH2:5][CH2:4]1)[CH3:2], predict the reactants needed to synthesize it. The reactants are: [CH2:1]([N:3]1[CH2:8][CH2:7][NH:6][CH2:5][CH2:4]1)[CH3:2].[F:9][C:10]1[CH:15]=[C:14](F)[CH:13]=[CH:12][C:11]=1[N+:17]([O-:19])=[O:18].C(=O)([O-])[O-].[K+].[K+].